This data is from Catalyst prediction with 721,799 reactions and 888 catalyst types from USPTO. The task is: Predict which catalyst facilitates the given reaction. (1) Reactant: Cl[C:2]1[NH:6][C:5]2[CH:7]=[CH:8][C:9]([C:11]([F:14])([F:13])[F:12])=[CH:10][C:4]=2[N:3]=1.[NH2:15][C:16]1[CH:17]=[CH:18][CH:19]=[C:20]2[C:25]=1[N:24]=[CH:23][CH:22]=[CH:21]2. Product: [F:12][C:11]([F:14])([F:13])[C:9]1[CH:8]=[CH:7][C:5]2[NH:6][C:2]([NH:15][C:16]3[CH:17]=[CH:18][CH:19]=[C:20]4[C:25]=3[N:24]=[CH:23][CH:22]=[CH:21]4)=[N:3][C:4]=2[CH:10]=1. The catalyst class is: 14. (2) Reactant: [Cl:1][C:2]1[N:10]=[C:9]2[C:5]([N:6]=[CH:7][N:8]2[CH:11]2[CH2:16][CH2:15][CH2:14][CH2:13][O:12]2)=[C:4]([N:17]2[CH2:22][CH2:21][O:20][CH2:19][CH2:18]2)[N:3]=1.CN(C)CCN(C)C.C([Li])CCC.CCCCCC.[Br:42][CH2:43][CH2:44][CH2:45][CH2:46]Br. Product: [Br:42][CH2:43][CH2:44][CH2:45][CH2:46][C:7]1[N:8]([CH:11]2[CH2:16][CH2:15][CH2:14][CH2:13][O:12]2)[C:9]2[C:5]([N:6]=1)=[C:4]([N:17]1[CH2:22][CH2:21][O:20][CH2:19][CH2:18]1)[N:3]=[C:2]([Cl:1])[N:10]=2. The catalyst class is: 1.